This data is from Full USPTO retrosynthesis dataset with 1.9M reactions from patents (1976-2016). The task is: Predict the reactants needed to synthesize the given product. (1) Given the product [CH2:1]([O:3][C:4]([C:6]1[N:7]([CH2:17][CH:14]2[CH2:16][CH2:15]2)[CH:8]=[C:9]([N+:11]([O-:13])=[O:12])[N:10]=1)=[O:5])[CH3:2], predict the reactants needed to synthesize it. The reactants are: [CH2:1]([O:3][C:4]([C:6]1[NH:7][CH:8]=[C:9]([N+:11]([O-:13])=[O:12])[N:10]=1)=[O:5])[CH3:2].[CH:14]1([CH2:17]Br)[CH2:16][CH2:15]1.C(=O)([O-])[O-].[K+].[K+]. (2) Given the product [C:15]1([O:14][CH2:13][CH2:12][CH2:11][C:10]2[C:6]3[CH:5]=[CH:4][CH:3]=[C:2]([C:28]4[CH:33]=[CH:32][CH:31]=[CH:30][CH:29]=4)[C:7]=3[S:8][C:9]=2[C:25]([OH:27])=[O:26])[C:24]2[C:19](=[CH:20][CH:21]=[CH:22][CH:23]=2)[CH:18]=[CH:17][CH:16]=1, predict the reactants needed to synthesize it. The reactants are: Cl[C:2]1[C:7]2[S:8][C:9]([C:25]([OH:27])=[O:26])=[C:10]([CH2:11][CH2:12][CH2:13][O:14][C:15]3[C:24]4[C:19](=[CH:20][CH:21]=[CH:22][CH:23]=4)[CH:18]=[CH:17][CH:16]=3)[C:6]=2[CH:5]=[CH:4][CH:3]=1.[C:28]1(B(O)O)[CH:33]=[CH:32][CH:31]=[CH:30][CH:29]=1. (3) Given the product [O:14]=[C:12]([C:11]1[CH:10]=[CH:9][C:8]([O:7][C:2]2[CH:3]=[CH:4][CH:5]=[CH:6][N:1]=2)=[CH:16][CH:15]=1)[CH2:19][C:18]([O:24][CH2:25][C:26]1[CH:31]=[CH:30][CH:29]=[CH:28][CH:27]=1)=[O:23], predict the reactants needed to synthesize it. The reactants are: [N:1]1[CH:6]=[CH:5][CH:4]=[CH:3][C:2]=1[O:7][C:8]1[CH:16]=[CH:15][C:11]([C:12]([OH:14])=O)=[CH:10][CH:9]=1.[Mg+].[C:18]([O:24][CH2:25][C:26]1[CH:31]=[CH:30][CH:29]=[CH:28][CH:27]=1)(=[O:23])[CH2:19]C([O-])=O. (4) Given the product [CH2:1]([O:3][C:4](=[O:25])[C:5](=[CH:11][C:12]1[CH:17]=[CH:16][C:15]([N:18]2[CH2:19][CH2:20][CH:21]([NH:26][CH2:27][C@H:28]([OH:29])[C:30]3[CH:31]=[CH:32][C:33]([OH:41])=[C:34]([NH:36][S:37]([CH3:40])(=[O:39])=[O:38])[CH:35]=3)[CH2:22][CH2:23]2)=[CH:14][CH:13]=1)[C:6]([O:8][CH2:9][CH3:10])=[O:7])[CH3:2], predict the reactants needed to synthesize it. The reactants are: [CH2:1]([O:3][C:4](=[O:25])[C:5](=[CH:11][C:12]1[CH:17]=[CH:16][C:15]([N:18]2[CH2:23][CH2:22][C:21](=O)[CH2:20][CH2:19]2)=[CH:14][CH:13]=1)[C:6]([O:8][CH2:9][CH3:10])=[O:7])[CH3:2].[NH2:26][CH2:27][C@@H:28]([C:30]1[CH:31]=[CH:32][C:33]([OH:41])=[C:34]([NH:36][S:37]([CH3:40])(=[O:39])=[O:38])[CH:35]=1)[OH:29]. (5) Given the product [O:9]=[C:7]1[C:6]2[CH:5]=[CH:4][S:3][C:2]=2[C:15]2[CH:16]=[CH:17][C:18]([C:19]#[N:20])=[CH:13][C:14]=2[NH:31]1, predict the reactants needed to synthesize it. The reactants are: Br[C:2]1[S:3][CH:4]=[CH:5][C:6]=1[C:7]([O:9]C)=O.Cl.N[C:13]1[C:18]([C:19]#[N:20])=[CH:17][CH:16]=[CH:15][C:14]=1B(O)O.C([O-])(=O)C.[Na+].O.C[N:31](C=O)C. (6) Given the product [BrH:13].[CH2:11]1[C:12]2[C:7](=[CH:6][CH:5]=[CH:4][C:3]=2[OH:2])[CH2:8][CH2:9][NH:10]1, predict the reactants needed to synthesize it. The reactants are: C[O:2][C:3]1[CH:4]=[CH:5][CH:6]=[C:7]2[C:12]=1[CH2:11][NH:10][CH2:9][CH2:8]2.[BrH:13]. (7) Given the product [C:34]([N:2]1[CH2:7][CH2:6][CH:5]([NH:8][C:9]([C:11]2[C:15]3[N:16]=[CH:17][N:18]=[C:19]([C:20]4[C:28]5[O:27][CH2:26][O:25][C:24]=5[CH:23]=[CH:22][C:21]=4[O:29][CH2:30][CH:31]4[CH2:32][CH2:33]4)[C:14]=3[NH:13][CH:12]=2)=[O:10])[CH2:4][CH2:3]1)(=[O:36])[CH3:35], predict the reactants needed to synthesize it. The reactants are: Cl.[NH:2]1[CH2:7][CH2:6][CH:5]([NH:8][C:9]([C:11]2[C:15]3[N:16]=[CH:17][N:18]=[C:19]([C:20]4[C:28]5[O:27][CH2:26][O:25][C:24]=5[CH:23]=[CH:22][C:21]=4[O:29][CH2:30][CH:31]4[CH2:33][CH2:32]4)[C:14]=3[NH:13][CH:12]=2)=[O:10])[CH2:4][CH2:3]1.[C:34](Cl)(=[O:36])[CH3:35]. (8) The reactants are: C(OC([NH:8][CH2:9][C:10]1[CH:44]=[CH:43][C:13]2[N:14]([CH2:35][CH2:36][CH2:37][CH2:38][O:39][C:40](=[O:42])[CH3:41])[C:15]([CH2:17][N:18]3[C:27]4[C:22](=[CH:23][CH:24]=[CH:25][CH:26]=4)[C:21](=[O:28])[N:20]([CH2:29][C:30]([F:33])([F:32])[F:31])[C:19]3=[O:34])=[N:16][C:12]=2[CH:11]=1)=O)(C)(C)C.C(O)(C(F)(F)F)=O.Cl.O1CCOCC1. Given the product [NH2:8][CH2:9][C:10]1[CH:44]=[CH:43][C:13]2[N:14]([CH2:35][CH2:36][CH2:37][CH2:38][O:39][C:40](=[O:42])[CH3:41])[C:15]([CH2:17][N:18]3[C:27]4[C:22](=[CH:23][CH:24]=[CH:25][CH:26]=4)[C:21](=[O:28])[N:20]([CH2:29][C:30]([F:33])([F:31])[F:32])[C:19]3=[O:34])=[N:16][C:12]=2[CH:11]=1, predict the reactants needed to synthesize it. (9) Given the product [CH2:2]([CH:7]1[O:33][CH:6]1[CH:25]([OH:29])[CH:26]([CH3:28])[CH3:27])[CH2:3][CH2:4][CH3:5], predict the reactants needed to synthesize it. The reactants are: B([CH:2]1[CH2:7][CH2:6][CH2:5][CH2:4][CH2:3]1)[CH:2]1[CH2:7][CH2:6][CH2:5][CH2:4][CH2:3]1.C#CCCCC.[Zn](CC)CC.[CH:25](=[O:29])[CH:26]([CH3:28])[CH3:27].CC([O:33]C([C@H](O)[C@@H](O)C(OC(C)C)=O)=O)C. (10) Given the product [CH:30]1([NH:35][C:1](=[O:20])[O:12][CH2:13][C:14]2[CH:15]=[CH:16][N:17]=[CH:18][CH:19]=2)[CH2:34][CH2:33][CH2:32][CH2:31]1, predict the reactants needed to synthesize it. The reactants are: [C:1](=[O:20])([O:12][CH2:13][C:14]1[CH:19]=[CH:18][N:17]=[CH:16][CH:15]=1)OC1C=CC([N+]([O-])=O)=CC=1.CCN(C(C)C)C(C)C.[CH:30]1([NH2:35])[CH2:34][CH2:33][CH2:32][CH2:31]1.